Dataset: Reaction yield outcomes from USPTO patents with 853,638 reactions. Task: Predict the reaction yield, written as a fraction of the theoretical maximum amount of product (1.0 means a 100% yield; for example, 0.34 means a 34% yield). The reactants are Br[C:2]1[N:7]=[C:6]2[S:8][C:9]([NH:11][C:12](=[O:23])[C:13]3[CH:18]=[CH:17][C:16]([C:19]([OH:22])([CH3:21])[CH3:20])=[CH:15][CH:14]=3)=[N:10][C:5]2=[CH:4][CH:3]=1.[CH3:24][C:25]1[C:29](B2OC(C)(C)C(C)(C)O2)=[CH:28][NH:27][N:26]=1. No catalyst specified. The product is [OH:22][C:19]([C:16]1[CH:17]=[CH:18][C:13]([C:12]([NH:11][C:9]2[S:8][C:6]3[C:5]([N:10]=2)=[CH:4][CH:3]=[C:2]([C:29]2[C:25]([CH3:24])=[N:26][NH:27][CH:28]=2)[N:7]=3)=[O:23])=[CH:14][CH:15]=1)([CH3:21])[CH3:20]. The yield is 0.110.